This data is from Forward reaction prediction with 1.9M reactions from USPTO patents (1976-2016). The task is: Predict the product of the given reaction. (1) Given the reactants Cl[C:2]1[N:7]=[C:6]([N:8]2[CH2:13][CH2:12][C:11]3[N:14]=[CH:15][NH:16][C:10]=3[CH2:9]2)[C:5]([N:17]([CH3:19])[CH3:18])=[CH:4][N:3]=1.O.Cl.[CH3:22][N:23]([CH2:25][C:26]1[CH:31]=[CH:30][C:29]([NH2:32])=[CH:28][CH:27]=1)[CH3:24], predict the reaction product. The product is: [CH3:24][N:23]([CH2:25][C:26]1[CH:27]=[CH:28][C:29]([NH:32][C:2]2[N:7]=[C:6]([N:8]3[CH2:13][CH2:12][C:11]4[N:14]=[CH:15][NH:16][C:10]=4[CH2:9]3)[C:5]([N:17]([CH3:19])[CH3:18])=[CH:4][N:3]=2)=[CH:30][CH:31]=1)[CH3:22]. (2) The product is: [CH2:20]([O:19][C:17]([C:13]1[NH:12][C:11](=[O:28])[C:10]([O-:23])=[C:9]2[C:14]=1[CH2:15][CH2:16][N:7]([CH2:6][C:5]1[CH:25]=[CH:26][C:2]([F:1])=[CH:3][CH:4]=1)[C:8]2=[O:24])=[O:18])[CH3:21].[Na+:29]. Given the reactants [F:1][C:2]1[CH:26]=[CH:25][C:5]([CH2:6][N:7]2[CH2:16][CH2:15][C:14]3[C:9](=[C:10]([OH:23])[CH:11]=[N+:12]([O-])[C:13]=3[C:17]([O:19][CH2:20][CH3:21])=[O:18])[C:8]2=[O:24])=[CH:4][CH:3]=1.C[O-:28].[Na+:29], predict the reaction product. (3) Given the reactants [Cl:1][C:2]1[CH:7]=[CH:6][C:5]([S:8][C:9]2[C:14]([F:15])=[C:13]([CH2:16][CH3:17])[N:12]=[CH:11][N:10]=2)=[CH:4][CH:3]=1.[Br:18]N1C(=O)CCC1=O.N(C(C)(C)C#N)=NC(C)(C)C#N, predict the reaction product. The product is: [Br:18][CH:16]([C:13]1[C:14]([F:15])=[C:9]([S:8][C:5]2[CH:4]=[CH:3][C:2]([Cl:1])=[CH:7][CH:6]=2)[N:10]=[CH:11][N:12]=1)[CH3:17]. (4) Given the reactants [Mg].C1(Br)CC1.[CH:6]1([N:9]2[CH2:14][CH2:13][CH:12]([C:15]3[N:19]=[C:18]([C:20]4[CH:27]=[CH:26][C:23](C#N)=[CH:22][CH:21]=4)[O:17][N:16]=3)[CH2:11][CH2:10]2)[CH2:8][CH2:7]1.[Cl-:28].[NH4+].[CH2:30]1[CH2:34][O:33][CH2:32][CH2:31]1, predict the reaction product. The product is: [ClH:28].[CH:30]1([C:34]([C:23]2[CH:26]=[CH:27][C:20]([C:18]3[O:17][N:16]=[C:15]([CH:12]4[CH2:11][CH2:10][N:9]([CH:6]5[CH2:8][CH2:7]5)[CH2:14][CH2:13]4)[N:19]=3)=[CH:21][CH:22]=2)=[O:33])[CH2:31][CH2:32]1.